From a dataset of Reaction yield outcomes from USPTO patents with 853,638 reactions. Predict the reaction yield, written as a fraction of the theoretical maximum amount of product (1.0 means a 100% yield; for example, 0.34 means a 34% yield). (1) The reactants are [NH2:1][C:2]1[N:7]=[CH:6][N:5]=[C:4]2[N:8]([CH:32]3[CH2:37][CH2:36][N:35]([CH3:38])[CH2:34][CH2:33]3)[N:9]=[C:10]([C:11]3[CH:16]=[CH:15][C:14]([NH:17][C:18](=[O:29])[C:19]4[CH:24]=[CH:23][C:22]([C:25]([F:28])([F:27])[F:26])=[CH:21][CH:20]=4)=[C:13]([O:30][CH3:31])[CH:12]=3)[C:3]=12.[C:39]([OH:46])(=[O:45])/[CH:40]=[CH:41]\[C:42]([OH:44])=[O:43]. The catalyst is C(OCC)(=O)C. The product is [C:39]([OH:46])(=[O:45])/[CH:40]=[CH:41]\[C:42]([OH:44])=[O:43].[C:39]([OH:46])(=[O:45])/[CH:40]=[CH:41]\[C:42]([OH:44])=[O:43].[C:39]([OH:46])(=[O:45])/[CH:40]=[CH:41]\[C:42]([OH:44])=[O:43].[NH2:1][C:2]1[N:7]=[CH:6][N:5]=[C:4]2[N:8]([CH:32]3[CH2:37][CH2:36][N:35]([CH3:38])[CH2:34][CH2:33]3)[N:9]=[C:10]([C:11]3[CH:16]=[CH:15][C:14]([NH:17][C:18](=[O:29])[C:19]4[CH:24]=[CH:23][C:22]([C:25]([F:27])([F:28])[F:26])=[CH:21][CH:20]=4)=[C:13]([O:30][CH3:31])[CH:12]=3)[C:3]=12. The yield is 0.940. (2) The reactants are Br[C:2]1[CH:7]=[CH:6][N:5]=[C:4]([CH3:8])[CH:3]=1.[C:9]([N:16]1[CH2:20][CH2:19][C@H:18]([NH2:21])[CH2:17]1)([O:11][C:12]([CH3:15])([CH3:14])[CH3:13])=[O:10].CC([O-])(C)C.[Na+]. The catalyst is C1(C)C=CC=CC=1.C(OCC)C.CC([O-])=O.CC([O-])=O.[Pd+2]. The product is [C:12]([O:11][C:9]([N:16]1[CH2:20][CH2:19][C@H:18]([NH:21][C:2]2[CH:7]=[CH:6][N:5]=[C:4]([CH3:8])[CH:3]=2)[CH2:17]1)=[O:10])([CH3:15])([CH3:13])[CH3:14]. The yield is 0.960. (3) The reactants are O.[PH2]([O-])=O.[Na+].[CH2:6]([O:13][C:14]1[CH:21]=[CH:20][C:17]([C:18]#N)=[C:16]([NH:22][CH2:23][C@H:24]([OH:26])[CH3:25])[CH:15]=1)[C:7]1[CH:12]=[CH:11][CH:10]=[CH:9][CH:8]=1.N1C=CC=CC=1CC(O)=[O:35].O. The catalyst is [Ni]. The product is [CH2:6]([O:13][C:14]1[CH:21]=[CH:20][C:17]([CH:18]=[O:35])=[C:16]([NH:22][CH2:23][C@H:24]([OH:26])[CH3:25])[CH:15]=1)[C:7]1[CH:12]=[CH:11][CH:10]=[CH:9][CH:8]=1. The yield is 0.900. (4) The reactants are Cl.[F:2][C:3]([F:29])([F:28])[C:4]1[CH:5]=[C:6]([CH:21]=[C:22]([C:24]([F:27])([F:26])[F:25])[CH:23]=1)[CH2:7][O:8][C@H:9]1[CH2:14][CH2:13][NH:12][CH2:11][C@H:10]1[C:15]1[CH:20]=[CH:19][CH:18]=[CH:17][CH:16]=1.[CH3:30][S:31](Cl)(=[O:33])=[O:32]. No catalyst specified. The product is [F:29][C:3]([F:2])([F:28])[C:4]1[CH:5]=[C:6]([CH:21]=[C:22]([C:24]([F:27])([F:25])[F:26])[CH:23]=1)[CH2:7][O:8][C@H:9]1[CH2:14][CH2:13][N:12]([S:31]([CH3:30])(=[O:33])=[O:32])[CH2:11][C@H:10]1[C:15]1[CH:16]=[CH:17][CH:18]=[CH:19][CH:20]=1. The yield is 0.570. (5) The reactants are [C:1]([C:3]1[CH:4]=[C:5]2[C:10](=[CH:11][C:12]=1F)[O:9][C:8](C)(C)[CH2:7][CH:6]2[C:16]([O:18][CH3:19])=[O:17])#[N:2].[OH:20][C:21]1[CH:33]=[CH:32][C:24]([C:25]([O:27][C:28]([CH3:31])([CH3:30])[CH3:29])=[O:26])=[CH:23][CH:22]=1.C([O-])([O-])=O.[K+].[K+]. The catalyst is CN1CCCC1=O. The product is [C:28]([O:27][C:25]([C:24]1[CH:23]=[CH:22][C:21]([O:20][C:12]2[CH:11]=[C:10]3[C:5]([CH:6]([C:16]([O:18][CH3:19])=[O:17])[CH2:7][CH2:8][O:9]3)=[CH:4][C:3]=2[C:1]#[N:2])=[CH:33][CH:32]=1)=[O:26])([CH3:31])([CH3:29])[CH3:30]. The yield is 0.328. (6) The reactants are [CH3:1][O:2][C:3]([NH:5][C@H:6]([C:10]([N:12]1[C@H:17]([C:18]2[NH:22][C:21]3[C:23]4[C:28]([CH:29]=[CH:30][C:20]=3[N:19]=2)=[CH:27][C:26]2[C:31]3[C:36]([CH2:37][O:38][C:25]=2[CH:24]=4)=[CH:35][C:34]([C:39]2[NH:43][C:42]([C@@H:44]4[CH2:48][C@H:47]([CH2:49][O:50][CH3:51])[CH2:46][N:45]4C(OC(C)(C)C)=O)=[N:41][CH:40]=2)=[CH:33][CH:32]=3)[CH2:16][C@H:15]2[C@@H:13]1[CH2:14]2)=[O:11])[CH:7]([CH3:9])[CH3:8])=[O:4].Cl.[CH3:60][O:61][C:62]([NH:64][C@H:65]([C:69]1[CH:74]=[CH:73][CH:72]=[CH:71][CH:70]=1)[C:66]([OH:68])=O)=[O:63].CCN(C(C)C)C(C)C.CCOC(C(C#N)=NOC(N1CCOCC1)=[N+](C)C)=O.F[P-](F)(F)(F)(F)F. The catalyst is C(Cl)Cl.CO.CN(C=O)C.[Li+].[OH-]. The product is [CH3:1][O:2][C:3]([NH:5][C@@H:6]([CH:7]([CH3:9])[CH3:8])[C:10]([N:12]1[C@H:17]([C:18]2[NH:22][C:21]3[C:23]4[C:28]([CH:29]=[CH:30][C:20]=3[N:19]=2)=[CH:27][C:26]2[C:31]3[C:36]([CH2:37][O:38][C:25]=2[CH:24]=4)=[CH:35][C:34]([C:39]2[NH:43][C:42]([C@@H:44]4[CH2:48][C@H:47]([CH2:49][O:50][CH3:51])[CH2:46][N:45]4[C:66](=[O:68])[C@H:65]([NH:64][C:62](=[O:63])[O:61][CH3:60])[C:69]4[CH:74]=[CH:73][CH:72]=[CH:71][CH:70]=4)=[N:41][CH:40]=2)=[CH:33][CH:32]=3)[CH2:16][C@H:15]2[C@@H:13]1[CH2:14]2)=[O:11])=[O:4]. The yield is 0.550. (7) The reactants are N1C=CC=CC=1[C:7]1[CH:13]=[CH:12][CH:11]=[CH:10][C:8]=1[NH2:9].[N:14]1[CH:19]=[CH:18][CH:17]=[CH:16][CH:15]=1.[N+:20]([C:23]1[CH:28]=[CH:27][CH:26]=[CH:25][C:24]=1[S:29](Cl)(=[O:31])=[O:30])([O-:22])=[O:21].O. The catalyst is C(Cl)Cl. The product is [N:14]1[CH:19]=[CH:18][CH:17]=[CH:16][C:15]=1[C:23]1([N+:20]([O-:22])=[O:21])[CH:28]=[CH:27][CH:26]=[CH:25][CH:24]1[S:29]([NH:9][C:8]1[CH:7]=[CH:13][CH:12]=[CH:11][CH:10]=1)(=[O:30])=[O:31]. The yield is 0.750. (8) The reactants are [CH2:8]1[CH:7]2[CH:6]3[CH:10]=[CH:9][CH:8]([CH:6]2[CH:10]=[CH:9]1)[CH2:7]3.[CH:11]([SiH:14]([Cl:16])[Cl:15])([CH3:13])[CH3:12].CCCCCCCCCCCCCCCC. The catalyst is C1(C)C=CC=CC=1. The product is [CH:6]1([Si:14]([CH:11]([CH3:13])[CH3:12])([Cl:16])[Cl:15])[CH2:7][CH2:8][CH:9]=[CH:10]1. The yield is 0.243. (9) The reactants are [CH:1]([C:3]1[CH:4]=[C:5]2[C:9](=[CH:10][CH:11]=1)[NH:8][CH:7]=[CH:6]2)=[CH2:2].[C:12](O[C:12]([O:14][C:15]([CH3:18])([CH3:17])[CH3:16])=[O:13])([O:14][C:15]([CH3:18])([CH3:17])[CH3:16])=[O:13]. The catalyst is CC#N.CN(C1C=CN=CC=1)C.C(Cl)Cl. The product is [C:15]([O:14][C:12]([N:8]1[C:9]2[C:5](=[CH:4][C:3]([CH:1]=[CH2:2])=[CH:11][CH:10]=2)[CH:6]=[CH:7]1)=[O:13])([CH3:18])([CH3:17])[CH3:16]. The yield is 0.590.